From a dataset of Reaction yield outcomes from USPTO patents with 853,638 reactions. Predict the reaction yield, written as a fraction of the theoretical maximum amount of product (1.0 means a 100% yield; for example, 0.34 means a 34% yield). (1) The reactants are [CH:1]([C:3]1[O:7][C:6]([C:8]2[CH:16]=[CH:15][C:11]([C:12]([OH:14])=[O:13])=[CH:10][CH:9]=2)=[CH:5][CH:4]=1)=O.[F:17][C:18]([F:34])([F:33])[C:19]1[CH:32]=[CH:31][CH:30]=[CH:29][C:20]=1[CH2:21][N:22]1[C:26](=[O:27])[CH2:25][S:24][C:23]1=[S:28].Cl. The catalyst is N1CCCCC1.C(O)C. The product is [O:27]=[C:26]1[C:25](=[CH:1][C:3]2[O:7][C:6]([C:8]3[CH:9]=[CH:10][C:11]([C:12]([OH:14])=[O:13])=[CH:15][CH:16]=3)=[CH:5][CH:4]=2)[S:24][C:23](=[S:28])[N:22]1[CH2:21][C:20]1[CH:29]=[CH:30][CH:31]=[CH:32][C:19]=1[C:18]([F:34])([F:33])[F:17]. The yield is 0.470. (2) The reactants are [C:1]([O:5][C:6]([NH:8][C:9]1[CH:14]=[CH:13][CH:12]=[C:11]([CH3:15])[N:10]=1)=[O:7])([CH3:4])([CH3:3])[CH3:2].[H-].[Na+].[CH3:18]I. The catalyst is CN(C)C=O. The product is [C:1]([O:5][C:6]([N:8]([CH3:18])[C:9]1[CH:14]=[CH:13][CH:12]=[C:11]([CH3:15])[N:10]=1)=[O:7])([CH3:4])([CH3:3])[CH3:2]. The yield is 0.660. (3) The reactants are [O:1]1[CH:6]=[CH:5][CH2:4][CH2:3][CH2:2]1.C[C:18]1[CH:23]=[CH:22]C(S([O-])(=[O:15])=[O:15])=[CH:20][CH:19]=1.[CH:18]1[CH:23]=[CH:22][NH+]=[CH:20][CH:19]=1.[CH3:24][CH2:25][O:26][C:27]([CH3:29])=[O:28].[CH2:30]1[CH2:35]CCCC1. The catalyst is C(Cl)Cl. The product is [CH2:25]([O:26][C:27](=[O:28])[CH2:29][CH2:20][C:19]1[CH:30]=[CH:35][C:22]([O:15][CH:6]2[CH2:5][CH2:4][CH2:3][CH2:2][O:1]2)=[CH:23][CH:18]=1)[CH3:24]. The yield is 0.930. (4) The reactants are [CH3:1][N:2]([CH2:22][C@@H:23]1[C:26]2[CH:27]=[C:28]([O:33][CH3:34])[C:29]([O:31][CH3:32])=[CH:30][C:25]=2[CH2:24]1)[CH2:3][CH2:4][CH2:5][N:6]1[C:16](=[O:17])[CH2:15][C:14]2[C:9](=[CH:10][C:11]([O:20][CH3:21])=[C:12]([O:18][CH3:19])[CH:13]=2)[CH2:8][CH2:7]1.[C:35]([OH:40])(=[O:39])[C:36]([OH:38])=[O:37]. The catalyst is CC(C)=O. The product is [CH3:1][N:2]([CH2:22][C@@H:23]1[C:26]2[CH:27]=[C:28]([O:33][CH3:34])[C:29]([O:31][CH3:32])=[CH:30][C:25]=2[CH2:24]1)[CH2:3][CH2:4][CH2:5][N:6]1[C:16](=[O:17])[CH2:15][C:14]2[C:9](=[CH:10][C:11]([O:20][CH3:21])=[C:12]([O:18][CH3:19])[CH:13]=2)[CH2:8][CH2:7]1.[C:35]([O-:40])(=[O:39])[C:36]([O-:38])=[O:37]. The yield is 0.810. (5) The reactants are [Cl:1][S:2]([OH:5])(=O)=[O:3].[C:6]1([CH2:12][C:13]([O:15][CH2:16][CH3:17])=[O:14])[CH:11]=[CH:10][CH:9]=[CH:8][CH:7]=1. No catalyst specified. The product is [CH2:16]([O:15][C:13](=[O:14])[CH2:12][C:6]1[CH:11]=[CH:10][C:9]([S:2]([Cl:1])(=[O:5])=[O:3])=[CH:8][CH:7]=1)[CH3:17]. The yield is 0.560. (6) The reactants are [CH3:1][O:2][C:3]1[CH:4]=[C:5]([C:11]([N+:23]([O-])=O)=[CH:12][C:13]=1[O:14][CH2:15][CH:16]1[CH2:21][CH2:20][N:19]([CH3:22])[CH2:18][CH2:17]1)[C:6]([O:8][CH2:9][CH3:10])=[O:7].[H][H]. The catalyst is CO.[Pt]. The product is [NH2:23][C:11]1[C:5]([C:6]([O:8][CH2:9][CH3:10])=[O:7])=[CH:4][C:3]([O:2][CH3:1])=[C:13]([O:14][CH2:15][CH:16]2[CH2:21][CH2:20][N:19]([CH3:22])[CH2:18][CH2:17]2)[CH:12]=1. The yield is 0.800. (7) The reactants are Cl[C:2]1[N:7]=[C:6]([C:8]2[N:12]3[CH:13]=[CH:14][CH:15]=[CH:16][C:11]3=[N:10][C:9]=2[C:17]2[CH:18]=[CH:19][C:20]([O:34][CH2:35][CH3:36])=[C:21]([CH:33]=2)[C:22]([NH:24][C:25]2[C:30]([F:31])=[CH:29][CH:28]=[CH:27][C:26]=2[F:32])=[O:23])[CH:5]=[CH:4][N:3]=1.[CH3:37][C:38]1[C:39]([N:47]2[CH2:52][CH2:51][N:50]([CH2:53][CH2:54][O:55][CH3:56])[CH2:49][CH2:48]2)=[CH:40][C:41]([O:45][CH3:46])=[C:42]([CH:44]=1)[NH2:43].C1(C)C=CC(S(O)(=O)=O)=CC=1.C(O)C(F)(F)F.N. The catalyst is CO.C(Cl)Cl. The product is [F:32][C:26]1[CH:27]=[CH:28][CH:29]=[C:30]([F:31])[C:25]=1[NH:24][C:22](=[O:23])[C:21]1[CH:33]=[C:17]([C:9]2[N:10]=[C:11]3[CH:16]=[CH:15][CH:14]=[CH:13][N:12]3[C:8]=2[C:6]2[CH:5]=[CH:4][N:3]=[C:2]([NH:43][C:42]3[CH:44]=[C:38]([CH3:37])[C:39]([N:47]4[CH2:48][CH2:49][N:50]([CH2:53][CH2:54][O:55][CH3:56])[CH2:51][CH2:52]4)=[CH:40][C:41]=3[O:45][CH3:46])[N:7]=2)[CH:18]=[CH:19][C:20]=1[O:34][CH2:35][CH3:36]. The yield is 0.560. (8) The reactants are [OH:1][C:2]1[CH:7]=[CH:6][C:5]([C:8]2[CH:9]=[C:10]3[C:15](=[CH:16][CH:17]=2)[CH:14]=[C:13]([OH:18])[CH:12]=[CH:11]3)=[CH:4][CH:3]=1.C1C(=O)N([Br:26])C(=O)C1.O. The catalyst is C(#N)C. The product is [Br:26][C:14]1[C:15]2[C:10](=[CH:9][C:8]([C:5]3[CH:6]=[CH:7][C:2]([OH:1])=[CH:3][CH:4]=3)=[CH:17][CH:16]=2)[CH:11]=[CH:12][C:13]=1[OH:18]. The yield is 1.00. (9) The reactants are [ClH:1].O1CCOCC1.[OH:8][C@H:9]([CH2:26][N:27]([CH2:40][CH:41]([CH3:43])[CH3:42])[S:28]([C:31]1[CH:36]=[CH:35][C:34]([N+:37]([O-:39])=[O:38])=[CH:33][CH:32]=1)(=[O:30])=[O:29])[C@@H:10]([NH:18]C(=O)OC(C)(C)C)[CH2:11][C:12]1[CH:17]=[CH:16][CH:15]=[CH:14][CH:13]=1. No catalyst specified. The product is [ClH:1].[NH2:18][C@@H:10]([CH2:11][C:12]1[CH:13]=[CH:14][CH:15]=[CH:16][CH:17]=1)[C@H:9]([OH:8])[CH2:26][N:27]([CH2:40][CH:41]([CH3:42])[CH3:43])[S:28]([C:31]1[CH:32]=[CH:33][C:34]([N+:37]([O-:39])=[O:38])=[CH:35][CH:36]=1)(=[O:29])=[O:30]. The yield is 0.850.